Dataset: Reaction yield outcomes from USPTO patents with 853,638 reactions. Task: Predict the reaction yield, written as a fraction of the theoretical maximum amount of product (1.0 means a 100% yield; for example, 0.34 means a 34% yield). The reactants are [CH:1]1[C:10]2[C:5](=[CH:6][CH:7]=[CH:8][CH:9]=2)[CH:4]=[CH:3][C:2]=1[C:11]([C:13]1[CH:18]=[CH:17][CH:16]=[CH:15][CH:14]=1)=[CH2:12].[CH:19]([Br:22])(Br)[Br:20]. The catalyst is [Cl-].C([N+](CC)(CC)CC)C1C=CC=CC=1. The product is [CH:1]1[C:10]2[C:5](=[CH:6][CH:7]=[CH:8][CH:9]=2)[CH:4]=[CH:3][C:2]=1[C:11]1([C:13]2[CH:14]=[CH:15][CH:16]=[CH:17][CH:18]=2)[CH2:12][C:19]1([Br:22])[Br:20]. The yield is 0.440.